Dataset: Cav3 T-type calcium channel HTS with 100,875 compounds. Task: Binary Classification. Given a drug SMILES string, predict its activity (active/inactive) in a high-throughput screening assay against a specified biological target. (1) The molecule is S(C(C(=O)Nc1cc2OCCOc2cc1)C)c1oc(nn1)c1ccc(OC)cc1. The result is 0 (inactive). (2) The drug is s1c2c(nc1NC(=O)CCC(=O)c1sccc1)ccc(OCC)c2. The result is 0 (inactive). (3) The molecule is Fc1c(/C=N\n2c(n3nc(cc3C)C)nnc2)cccc1. The result is 0 (inactive). (4) The compound is O1CCN(CC1)c1c(OCC)cc(NC(=O)Cn2[nH]c(=O)c3c(c2=O)cccc3)c(OCC)c1. The result is 0 (inactive). (5) The compound is O=C1N(C(CC1)(C)C(=O)NCc1cccnc1)Cc1c(OC)cc(OC)cc1. The result is 0 (inactive). (6) The molecule is O(C1(C(=O)c2cn(C3CCCCC3)c(cc2=C(C1=O)c1ccccc1)CCCC(OC)=O)C)C(=O)C1CCCC1. The result is 0 (inactive).